This data is from Peptide-MHC class I binding affinity with 185,985 pairs from IEDB/IMGT. The task is: Regression. Given a peptide amino acid sequence and an MHC pseudo amino acid sequence, predict their binding affinity value. This is MHC class I binding data. The peptide sequence is YLTDMTLEEM. The MHC is HLA-A24:02 with pseudo-sequence HLA-A24:02. The binding affinity (normalized) is 0.